Regression/Classification. Given a drug SMILES string, predict its absorption, distribution, metabolism, or excretion properties. Task type varies by dataset: regression for continuous measurements (e.g., permeability, clearance, half-life) or binary classification for categorical outcomes (e.g., BBB penetration, CYP inhibition). Dataset: cyp2c19_veith. From a dataset of CYP2C19 inhibition data for predicting drug metabolism from PubChem BioAssay. The compound is Cc1oc(-c2ccccc2F)nc1CS(=O)(=O)CC(=O)NCCCN(C)C1CCCCC1. The result is 0 (non-inhibitor).